From a dataset of Full USPTO retrosynthesis dataset with 1.9M reactions from patents (1976-2016). Predict the reactants needed to synthesize the given product. (1) The reactants are: [CH2:1]([Li])[CH2:2][CH2:3][CH3:4].CCCCCC.[Cl:12][C:13]1[CH:18]=[CH:17][C:16]([S:19]([CH2:22][C:23]2[CH:28]=[CH:27][N:26]=[CH:25][CH:24]=2)(=[O:21])=[O:20])=[CH:15][CH:14]=1.ICCCC. Given the product [Cl:12][C:13]1[CH:14]=[CH:15][C:16]([S:19]([CH:22]([C:23]2[CH:24]=[CH:25][N:26]=[CH:27][CH:28]=2)[CH2:1][CH2:2][CH2:3][CH3:4])(=[O:20])=[O:21])=[CH:17][CH:18]=1, predict the reactants needed to synthesize it. (2) The reactants are: [NH2:1][C:2]1[CH:3]=[CH:4][C:5]([F:14])=[C:6]([CH2:8][C:9]([O:11]CC)=[O:10])[CH:7]=1.O[CH2:16][CH:17]([CH2:19]O)O.[N+]([C:24]1[CH:29]=CC=C[CH:25]=1)([O-])=O.S(=O)(=O)(O)O.Cl. Given the product [F:14][C:5]1[C:6]([CH2:8][C:9]([OH:11])=[O:10])=[C:7]2[C:2](=[CH:3][CH:4]=1)[N:1]=[CH:19][CH:17]=[CH:16]2.[F:14][C:5]1[CH:4]=[C:3]2[C:2](=[CH:7][C:6]=1[CH2:8][C:9]([OH:11])=[O:10])[N:1]=[CH:29][CH:24]=[CH:25]2, predict the reactants needed to synthesize it. (3) Given the product [C:17]([C:14]1[CH:15]=[CH:16][C:8]([C:4]2[CH:3]=[C:2]([NH:1][C:24](=[O:25])/[CH:23]=[CH:22]\[C:21]([OH:26])=[O:20])[CH:7]=[CH:6][CH:5]=2)=[C:9]2[C:13]=1[NH:12][CH:11]=[CH:10]2)(=[O:18])[NH2:19], predict the reactants needed to synthesize it. The reactants are: [NH2:1][C:2]1[CH:3]=[C:4]([C:8]2[CH:16]=[CH:15][C:14]([C:17]([NH2:19])=[O:18])=[C:13]3[C:9]=2[CH:10]=[CH:11][NH:12]3)[CH:5]=[CH:6][CH:7]=1.[O:20]1[C:24](=[O:25])[CH:23]=[CH:22][C:21]1=[O:26].C(N(C(C)C)C(C)C)C. (4) Given the product [C:7]([C:6]1[CH:9]=[C:2]([NH:1][C:39](=[O:40])[CH:38]([CH2:42][CH3:43])[CH2:36][CH3:37])[CH:3]=[CH:4][C:5]=1[N:10]1[CH2:11][CH2:12][N:13]([CH:16]([C:23]2[CH:24]=[CH:25][CH:26]=[CH:27][CH:28]=2)[C:17]2[CH:18]=[CH:19][N:20]=[CH:21][CH:22]=2)[CH2:14][CH2:15]1)#[N:8], predict the reactants needed to synthesize it. The reactants are: [NH2:1][C:2]1[CH:3]=[CH:4][C:5]([N:10]2[CH2:15][CH2:14][N:13]([CH:16]([C:23]3[CH:28]=[CH:27][CH:26]=[CH:25][CH:24]=3)[C:17]3[CH:22]=[CH:21][N:20]=[CH:19][CH:18]=3)[CH2:12][CH2:11]2)=[C:6]([CH:9]=1)[C:7]#[N:8].C(N(CC)CC)C.[CH2:36]([CH:38]([CH2:42][CH3:43])[C:39](Cl)=[O:40])[CH3:37].